From a dataset of Full USPTO retrosynthesis dataset with 1.9M reactions from patents (1976-2016). Predict the reactants needed to synthesize the given product. (1) Given the product [CH:1]([N:4]1[C:8]([C:9]2[N:18]=[C:17]3[C:16]4[CH:19]=[CH:20][C:21]([CH:23]5[CH2:24][N:25]([C:27]([CH3:31])([CH3:30])[C:28]([NH2:29])=[O:33])[CH2:26]5)=[CH:22][C:15]=4[O:14][CH2:13][CH2:12][N:11]3[CH:10]=2)=[N:7][CH:6]=[N:5]1)([CH3:3])[CH3:2], predict the reactants needed to synthesize it. The reactants are: [CH:1]([N:4]1[C:8]([C:9]2[N:18]=[C:17]3[N:11]([CH2:12][CH2:13][O:14][C:15]4[CH:22]=[C:21]([CH:23]5[CH2:26][N:25]([C:27]([CH3:31])([CH3:30])[C:28]#[N:29])[CH2:24]5)[CH:20]=[CH:19][C:16]=43)[CH:10]=2)=[N:7][CH:6]=[N:5]1)([CH3:3])[CH3:2].C([O-])([O-])=[O:33].[Na+].[Na+].O. (2) Given the product [F:30][C:31]1[CH:32]=[CH:33][C:34]([NH:37][C:38]([C:40]2([C:43]([NH:1][C:2]3[CH:29]=[CH:28][C:5]([O:6][C:7]4[CH:12]=[CH:11][N:10]=[C:9]([NH:13][C:14]([N:16]5[CH2:17][CH2:18][CH:19]([CH2:22][N:23]6[CH2:27][CH2:26][CH2:25][CH2:24]6)[CH2:20][CH2:21]5)=[O:15])[CH:8]=4)=[CH:4][CH:3]=3)=[O:44])[CH2:42][CH2:41]2)=[O:39])=[CH:35][CH:36]=1, predict the reactants needed to synthesize it. The reactants are: [NH2:1][C:2]1[CH:29]=[CH:28][C:5]([O:6][C:7]2[CH:12]=[CH:11][N:10]=[C:9]([NH:13][C:14]([N:16]3[CH2:21][CH2:20][CH:19]([CH2:22][N:23]4[CH2:27][CH2:26][CH2:25][CH2:24]4)[CH2:18][CH2:17]3)=[O:15])[CH:8]=2)=[CH:4][CH:3]=1.[F:30][C:31]1[CH:36]=[CH:35][C:34]([NH:37][C:38]([C:40]2([C:43](O)=[O:44])[CH2:42][CH2:41]2)=[O:39])=[CH:33][CH:32]=1.C(N(CC)CC)C.F[P-](F)(F)(F)(F)F.N1(O[P+](N(C)C)(N(C)C)N(C)C)C2C=CC=CC=2N=N1. (3) The reactants are: [C:1]([O:5][C:6]([NH:8][C@H:9]([C:34]([NH:36][CH2:37][CH2:38][CH2:39][CH2:40][O:41][C:42]1[CH:51]=[CH:50][CH:49]=[C:48]([OH:52])[C:43]=1[C:44]([O:46][CH3:47])=[O:45])=[O:35])[CH2:10][C:11]1[CH:16]=[CH:15][C:14]([N:17]([CH2:25][CH:26]([C:29]([O:31]CC)=[O:30])[CH2:27][CH3:28])[C:18](=[O:24])[C:19]([O:21]CC)=[O:20])=[CH:13][CH:12]=1)=[O:7])([CH3:4])([CH3:3])[CH3:2].[OH-].[Na+]. Given the product [C:1]([O:5][C:6]([NH:8][C@H:9]([C:34]([NH:36][CH2:37][CH2:38][CH2:39][CH2:40][O:41][C:42]1[CH:51]=[CH:50][CH:49]=[C:48]([OH:52])[C:43]=1[C:44]([O:46][CH3:47])=[O:45])=[O:35])[CH2:10][C:11]1[CH:16]=[CH:15][C:14]([N:17]([CH2:25][CH:26]([C:29]([OH:31])=[O:30])[CH2:27][CH3:28])[C:18]([C:19]([OH:21])=[O:20])=[O:24])=[CH:13][CH:12]=1)=[O:7])([CH3:2])([CH3:3])[CH3:4], predict the reactants needed to synthesize it. (4) Given the product [CH:1]1([C:4]2[O:8][N:7]=[C:6]([C:9]3[CH:14]=[CH:13][CH:12]=[CH:11][C:10]=3[O:15][C:16]([F:19])([F:17])[F:18])[C:5]=2[CH2:20][O:21][CH:22]2[CH2:28][CH:27]3[N:29]([C:30]4[S:31][C:32]5[CH:38]=[C:37]([C:53]([OH:52])([CH3:49])[CH3:47])[CH:36]=[CH:35][C:33]=5[N:34]=4)[CH:24]([CH2:25][CH2:26]3)[CH2:23]2)[CH2:3][CH2:2]1, predict the reactants needed to synthesize it. The reactants are: [CH:1]1([C:4]2[O:8][N:7]=[C:6]([C:9]3[CH:14]=[CH:13][CH:12]=[CH:11][C:10]=3[O:15][C:16]([F:19])([F:18])[F:17])[C:5]=2[CH2:20][O:21][CH:22]2[CH2:28][CH:27]3[N:29]([C:30]4[S:31][C:32]5[CH:38]=[C:37](C(OCC)=O)[CH:36]=[CH:35][C:33]=5[N:34]=4)[CH:24]([CH2:25][CH2:26]3)[CH2:23]2)[CH2:3][CH2:2]1.C[Mg]Cl.[CH3:47]O.[CH2:49]1[CH2:53][O:52]CC1. (5) Given the product [CH2:30]([O:22][C:16]1[CH:17]=[CH:18][C:19]([Cl:21])=[CH:20][C:15]=1[NH:14][C:12]([NH:11][C:9]1[CH:8]=[N:7][C:6]([C:23]#[N:24])=[C:5]([O:4][CH2:1][CH:2]=[CH2:3])[N:10]=1)=[O:13])[CH:25]=[CH2:26], predict the reactants needed to synthesize it. The reactants are: [CH2:1]([O:4][C:5]1[N:10]=[C:9]([NH:11][C:12]([NH:14][C:15]2[CH:20]=[C:19]([Cl:21])[CH:18]=[CH:17][C:16]=2[OH:22])=[O:13])[CH:8]=[N:7][C:6]=1[C:23]#[N:24])[CH:2]=[CH2:3].[C:25]1(P(C2C=CC=CC=2)C2C=CC=CC=2)[CH:30]=CC=C[CH:26]=1.N(C(OC(C)(C)C)=O)=NC(OC(C)(C)C)=O.C(O)C=C. (6) The reactants are: C([O:5][C:6](=[O:29])[C:7]1[CH:12]=[C:11]([S:13](=[O:16])(=[O:15])[NH2:14])[C:10]([O:17][C:18]2[CH:23]=[CH:22][CH:21]=[CH:20][CH:19]=2)=[C:9]([NH:24][CH2:25][CH2:26][CH2:27][CH3:28])[CH:8]=1)CCC.[OH-].[Na+]. Given the product [CH2:25]([NH:24][C:9]1[CH:8]=[C:7]([CH:12]=[C:11]([S:13](=[O:16])(=[O:15])[NH2:14])[C:10]=1[O:17][C:18]1[CH:19]=[CH:20][CH:21]=[CH:22][CH:23]=1)[C:6]([OH:29])=[O:5])[CH2:26][CH2:27][CH3:28], predict the reactants needed to synthesize it. (7) Given the product [C:1]([O:5][C:6](=[O:20])[NH:7][C:8]1[CH:13]=[C:12]([CH3:14])[C:11]([C:15]([F:18])([F:17])[F:16])=[CH:10][C:9]=1[NH:19][C:26](=[O:25])[CH2:27][C:28]([C:30]1[CH:35]=[CH:34][CH:33]=[C:32]([C:36]2[CH:41]=[CH:40][N:39]=[C:38]([N:42]3[CH2:43][CH2:44][O:45][CH2:46][CH2:47]3)[CH:37]=2)[CH:31]=1)=[O:29])([CH3:4])([CH3:2])[CH3:3], predict the reactants needed to synthesize it. The reactants are: [C:1]([O:5][C:6](=[O:20])[NH:7][C:8]1[CH:13]=[C:12]([CH3:14])[C:11]([C:15]([F:18])([F:17])[F:16])=[CH:10][C:9]=1[NH2:19])([CH3:4])([CH3:3])[CH3:2].C([O:25][C:26](=O)[CH2:27][C:28]([C:30]1[CH:35]=[CH:34][CH:33]=[C:32]([C:36]2[CH:41]=[CH:40][N:39]=[C:38]([N:42]3[CH2:47][CH2:46][O:45][CH2:44][CH2:43]3)[CH:37]=2)[CH:31]=1)=[O:29])(C)(C)C. (8) Given the product [F:26][C:27]([F:32])([F:31])[C:28]([OH:30])=[O:29].[NH:16]1[CH2:17][CH2:18][CH:13]([O:12][N:3]2[C:2](=[O:1])[C:10]3[C:5](=[CH:6][CH:7]=[CH:8][CH:9]=3)[C:4]2=[O:11])[CH2:14][CH2:15]1, predict the reactants needed to synthesize it. The reactants are: [O:1]=[C:2]1[C:10]2[C:5](=[CH:6][CH:7]=[CH:8][CH:9]=2)[C:4](=[O:11])[N:3]1[O:12][CH:13]1[CH2:18][CH2:17][N:16](C(OC(C)(C)C)=O)[CH2:15][CH2:14]1.[F:26][C:27]([F:32])([F:31])[C:28]([OH:30])=[O:29].